This data is from Forward reaction prediction with 1.9M reactions from USPTO patents (1976-2016). The task is: Predict the product of the given reaction. Given the reactants [NH:1]1[C:5]([C:6]2[S:7][CH:8]=[CH:9][N:10]=2)=[CH:4][CH:3]=[N:2]1.[H-].[Na+].[CH3:13][Si:14]([CH2:17][CH2:18][O:19][CH2:20]Cl)([CH3:16])[CH3:15], predict the reaction product. The product is: [CH3:13][Si:14]([CH3:16])([CH3:15])[CH2:17][CH2:18][O:19][CH2:20][N:1]1[C:5]([C:6]2[S:7][CH:8]=[CH:9][N:10]=2)=[CH:4][CH:3]=[N:2]1.